This data is from Catalyst prediction with 721,799 reactions and 888 catalyst types from USPTO. The task is: Predict which catalyst facilitates the given reaction. (1) Reactant: C([N:3]([CH2:6]C)[CH2:4][CH3:5])C.Cl[C:9]([O:11][CH2:12][C:13]1[CH:18]=[CH:17][CH:16]=[CH:15][CH:14]=1)=[O:10].C([NH:21][CH2:22][CH3:23])C. Product: [CH2:12]([O:11][C:9](=[O:10])[N:3]([CH2:4][CH2:5][O:11][C:12]1[CH:13]=[CH:14][CH:15]=[CH:16][C:23]=1[C:22]#[N:21])[CH3:6])[C:13]1[CH:18]=[CH:17][CH:16]=[CH:15][CH:14]=1. The catalyst class is: 1. (2) Product: [CH2:1]([O:3][C:4](=[O:31])[C:5]([CH3:30])([CH3:29])[CH2:6][C:7]1[N:8]([CH2:46][C:45]2[CH:44]=[CH:43][C:42]([C:39]3[CH:40]=[N:41][C:36]([O:35][CH3:34])=[CH:37][CH:38]=3)=[CH:53][CH:52]=2)[C:9]2[C:14]([C:15]=1[S:16][C:17]([CH3:20])([CH3:19])[CH3:18])=[CH:13][C:12]([O:21][CH2:22][C:23]1[CH:28]=[CH:27][CH:26]=[CH:25][N:24]=1)=[CH:11][CH:10]=2)[CH3:2]. Reactant: [CH2:1]([O:3][C:4](=[O:31])[C:5]([CH3:30])([CH3:29])[CH2:6][C:7]1[NH:8][C:9]2[C:14]([C:15]=1[S:16][C:17]([CH3:20])([CH3:19])[CH3:18])=[CH:13][C:12]([O:21][CH2:22][C:23]1[CH:28]=[CH:27][CH:26]=[CH:25][N:24]=1)=[CH:11][CH:10]=2)[CH3:2].[H-].[Na+].[CH3:34][O:35][C:36]1[N:41]=[CH:40][C:39]([C:42]2[CH:53]=[CH:52][C:45]([CH2:46]OS(C)(=O)=O)=[CH:44][CH:43]=2)=[CH:38][CH:37]=1. The catalyst class is: 3. (3) Reactant: [Cl:1][C:2]1[CH:3]=[C:4]([NH:9][C:10]([N:12]2[CH2:17][CH2:16][N:15]([CH2:18][C@@H:19]3[CH2:24][CH2:23][CH2:22][N:21]([C:25](=O)[CH2:26][CH2:27][C:28]([O:30][CH3:31])=[O:29])[CH2:20]3)[CH2:14][CH2:13]2)=[O:11])[CH:5]=[CH:6][C:7]=1[Cl:8]. Product: [NH3:9].[Cl:1][C:2]1[CH:3]=[C:4]([NH:9][C:10]([N:12]2[CH2:17][CH2:16][N:15]([CH2:18][C@@H:19]3[CH2:24][CH2:23][CH2:22][N:21]([CH2:25][CH2:26][CH2:27][C:28]([O:30][CH3:31])=[O:29])[CH2:20]3)[CH2:14][CH2:13]2)=[O:11])[CH:5]=[CH:6][C:7]=1[Cl:8]. The catalyst class is: 7. (4) Reactant: [NH2:1][C:2]1[CH:16]=[CH:15][C:5]([CH2:6][P:7](=[O:14])([O:11][CH2:12][CH3:13])[O:8][CH2:9][CH3:10])=[CH:4][CH:3]=1.[F:17][C:18]1[CH:23]=[CH:22][C:21]([C:24]2[O:28][N:27]=[CH:26][C:25]=2[CH2:29][CH2:30][C:31](O)=[O:32])=[CH:20][CH:19]=1.ON1C2N=CC=CC=2N=N1.C(N=C=NCCCN(C)C)C.Cl. Product: [CH2:12]([O:11][P:7]([CH2:6][C:5]1[CH:4]=[CH:3][C:2]([NH:1][C:31](=[O:32])[CH2:30][CH2:29][C:25]2[CH:26]=[N:27][O:28][C:24]=2[C:21]2[CH:22]=[CH:23][C:18]([F:17])=[CH:19][CH:20]=2)=[CH:16][CH:15]=1)([O:8][CH2:9][CH3:10])=[O:14])[CH3:13]. The catalyst class is: 9. (5) Product: [CH3:1][O:8][C:9]([CH:11]1[CH2:13][CH:12]1[C:14]1[CH:15]=[CH:16][C:17]([OH:20])=[CH:18][CH:19]=1)=[O:10]. The catalyst class is: 4. Reactant: [CH2:1]([O:8][C:9]([CH:11]1[CH2:13][CH:12]1[C:14]1[CH:19]=[CH:18][C:17]([O:20]CC2C=CC=CC=2)=[CH:16][CH:15]=1)=[O:10])C1C=CC=CC=1.FC(F)(F)C(O)=O.[N+](=C)=[N-].C(OCC)C. (6) Reactant: [N+:1]([C:4]1[CH:20]=[CH:19][C:7]([CH2:8][O:9][C:10]2[CH:11]=[C:12]([CH:16]=[CH:17][CH:18]=2)[C:13]([OH:15])=O)=[CH:6][CH:5]=1)([O-:3])=[O:2].S(Cl)(Cl)=O.[NH2:25][C:26]1[CH:31]=[CH:30][CH:29]=[CH:28][C:27]=1[S:32]([NH2:35])(=[O:34])=[O:33]. Product: [N+:1]([C:4]1[CH:5]=[CH:6][C:7]([CH2:8][O:9][C:10]2[CH:11]=[C:12]([CH:16]=[CH:17][CH:18]=2)[C:13]([NH:25][C:26]2[CH:31]=[CH:30][CH:29]=[CH:28][C:27]=2[S:32](=[O:34])(=[O:33])[NH2:35])=[O:15])=[CH:19][CH:20]=1)([O-:3])=[O:2]. The catalyst class is: 48. (7) Reactant: Cl[C:2]1[C:11]2[C:6](=[CH:7][CH:8]=[C:9]([S:12][C:13]3[N:17]4[CH:18]=[C:19]([C:22]5[CH:23]=[N:24][N:25]([CH3:27])[CH:26]=5)[CH:20]=[CH:21][C:16]4=[N:15][N:14]=3)[CH:10]=2)[N:5]=[CH:4][C:3]=1[C:28]1[C:29]([CH3:34])=[N:30][O:31][C:32]=1[CH3:33].[CH3:35][O-:36].[Na+]. Product: [CH3:35][O:36][C:2]1[C:11]2[C:6](=[CH:7][CH:8]=[C:9]([S:12][C:13]3[N:17]4[CH:18]=[C:19]([C:22]5[CH:23]=[N:24][N:25]([CH3:27])[CH:26]=5)[CH:20]=[CH:21][C:16]4=[N:15][N:14]=3)[CH:10]=2)[N:5]=[CH:4][C:3]=1[C:28]1[C:29]([CH3:34])=[N:30][O:31][C:32]=1[CH3:33]. The catalyst class is: 5. (8) Reactant: [CH:1]12[N:7]([C:8]([O:10][C:11]([CH3:14])([CH3:13])[CH3:12])=[O:9])[CH:4]([CH2:5][CH2:6]1)[CH2:3][CH2:2]2.CN(C)CCN(C)C.[Li]CCCC.C1CCCCC1.[Br:34][C:35]1[CH:36]=[C:37]([CH:40]=[CH:41][CH:42]=1)[CH:38]=[O:39]. Product: [Br:34][C:35]1[CH:36]=[C:37]([CH:38]([OH:39])[C:1]23[N:7]([C:8]([O:10][C:11]([CH3:14])([CH3:13])[CH3:12])=[O:9])[CH:4]([CH2:3][CH2:2]2)[CH2:5][CH2:6]3)[CH:40]=[CH:41][CH:42]=1. The catalyst class is: 28.